This data is from Cav3 T-type calcium channel HTS with 100,875 compounds. The task is: Binary Classification. Given a drug SMILES string, predict its activity (active/inactive) in a high-throughput screening assay against a specified biological target. The compound is s1c2c(=O)n3c(nc2cc1)c(C(=O)N1CCN(CC1)C(OCC)=O)ccc3. The result is 0 (inactive).